This data is from Forward reaction prediction with 1.9M reactions from USPTO patents (1976-2016). The task is: Predict the product of the given reaction. Given the reactants [OH:1][C:2]1[C:7]2[CH:8]=[CH:9][O:10][C:6]=2[CH:5]=[CH:4][C:3]=1[C:11](=O)[CH3:12], predict the reaction product. The product is: [CH2:11]([C:3]1[C:2]([OH:1])=[C:7]2[CH2:8][CH2:9][O:10][C:6]2=[CH:5][CH:4]=1)[CH3:12].